Dataset: Full USPTO retrosynthesis dataset with 1.9M reactions from patents (1976-2016). Task: Predict the reactants needed to synthesize the given product. (1) Given the product [CH2:26]([S:25][C:9]1[N:10]([C:13]2[CH:18]=[CH:17][C:16]([O:19][CH2:20][C:21]([F:22])([F:24])[F:23])=[CH:15][CH:14]=2)[C:11](=[O:12])[C:6]2[CH:5]=[CH:4][C:3](=[O:2])[NH:29][C:7]=2[N:8]=1)[CH2:27][CH3:28], predict the reactants needed to synthesize it. The reactants are: C[O:2][C:3]1[CH:4]=[CH:5][C:6]2[C:11](=[O:12])[N:10]([C:13]3[CH:18]=[CH:17][C:16]([O:19][CH2:20][C:21]([F:24])([F:23])[F:22])=[CH:15][CH:14]=3)[C:9]([S:25][CH2:26][CH2:27][CH3:28])=[N:8][C:7]=2[N:29]=1.Cl.N1C=CC=CC=1.CN(C)C=O. (2) Given the product [CH:34]([N:8]([CH2:6][C:5]1[CH:4]=[CH:3][C:2]([O:1][CH2:40][CH2:41][N:43]2[CH2:48][CH2:47][CH:46]([CH3:49])[CH2:45][CH2:44]2)=[CH:38][CH:37]=1)[C:9]1[CH:14]=[C:13]([O:15][CH3:16])[CH:12]=[CH:11][C:10]=1[CH:17]1[CH2:26][CH2:25][C:20]2[CH:21]=[C:22]([OH:27])[CH:23]=[CH:24][C:19]=2[CH2:18]1)([CH3:35])[CH3:36], predict the reactants needed to synthesize it. The reactants are: [OH:1][C:2]1[CH:38]=[CH:37][C:5]([C:6]([N:8]([CH:34]([CH3:36])[CH3:35])[C:9]2[CH:14]=[C:13]([O:15][CH3:16])[CH:12]=[CH:11][C:10]=2[CH:17]2[CH2:26][CH2:25][C:24]3[CH:23]=[C:22]([O:27]C(=O)C(C)(C)C)[CH:21]=[CH:20][C:19]=3[CH2:18]2)=O)=[CH:4][CH:3]=1.Cl[CH2:40][C:41]([N:43]1[CH2:48][CH2:47][CH:46]([CH3:49])[CH2:45][CH2:44]1)=O. (3) The reactants are: N[C:2]1[N:11]=[C:10]2[C:5]([C:6]([CH3:14])([CH3:13])[CH2:7][C:8](=[O:12])[NH:9]2)=[CH:4][CH:3]=1.N([O-])=O.[Na+].[NH4+].[OH-].[ClH:21]. Given the product [Cl:21][C:2]1[N:11]=[C:10]2[C:5]([C:6]([CH3:14])([CH3:13])[CH2:7][C:8](=[O:12])[NH:9]2)=[CH:4][CH:3]=1, predict the reactants needed to synthesize it. (4) Given the product [F:8][C:9]1[CH:10]=[C:11]([CH:15]=[C:16]([F:20])[C:17]=1[S:18][CH3:19])[C:12]#[N:13], predict the reactants needed to synthesize it. The reactants are: C(OC(=O)C)(=O)C.[F:8][C:9]1[CH:10]=[C:11]([CH:15]=[C:16]([F:20])[C:17]=1[S:18][CH3:19])[CH:12]=[N:13]O.O.C1(C)C=CC(S(O)(=O)=O)=CC=1. (5) Given the product [CH2:33]([O:35][CH:36]([O:1][C@H:2]1[CH2:6][N:5]([C:7]([O:9][CH2:10][C:11]2[CH:12]=[CH:13][CH:14]=[CH:15][CH:16]=2)=[O:8])[C@H:4]([C:17]([O:19][CH3:20])=[O:18])[CH2:3]1)[CH3:37])[CH3:34], predict the reactants needed to synthesize it. The reactants are: [OH:1][C@H:2]1[CH2:6][N:5]([C:7]([O:9][CH2:10][C:11]2[CH:16]=[CH:15][CH:14]=[CH:13][CH:12]=2)=[O:8])[C@H:4]([C:17]([O:19][CH3:20])=[O:18])[CH2:3]1.FC(F)(F)C(O)=O.C(=O)(O)[O-].[Na+].[CH:33]([O:35][CH2:36][CH3:37])=[CH2:34]. (6) Given the product [C:11]([C:13]1[C:14]([O:20][CH3:21])=[N:15][C:16]([CH3:19])=[CH:17][CH:18]=1)#[N:12].[NH2:12][CH2:11][C:13]1[C:14]([O:20][CH3:21])=[N:15][C:16]([CH3:19])=[CH:17][CH:18]=1, predict the reactants needed to synthesize it. The reactants are: ClC1C(C#N)=CC=C(C)N=1.[C:11]([C:13]1[C:14]([O:20][CH3:21])=[N:15][C:16]([CH3:19])=[CH:17][CH:18]=1)#[N:12]. (7) Given the product [N:4]1([C:7]2[C:12]([N:13]([CH2:40][CH3:41])[C:14]3[C:23]4[C:18](=[CH:19][C:20]([F:25])=[CH:21][C:22]=4[F:24])[N:17]=[C:16]([C:26]4[CH:31]=[CH:30][CH:29]=[CH:28][N:27]=4)[C:15]=3[CH3:32])=[CH:11][C:10]([N:33]3[CH2:38][CH2:37][O:36][CH2:35][CH2:34]3)=[CH:9][N:8]=2)[CH2:5][CH2:6][O:1][CH2:2][CH2:3]1, predict the reactants needed to synthesize it. The reactants are: [O:1]1[CH2:6][CH2:5][N:4]([C:7]2[C:12]([NH:13][C:14]3[C:23]4[C:18](=[CH:19][C:20]([F:25])=[CH:21][C:22]=4[F:24])[N:17]=[C:16]([C:26]4[CH:31]=[CH:30][CH:29]=[CH:28][N:27]=4)[C:15]=3[CH3:32])=[CH:11][C:10]([N:33]3[CH2:38][CH2:37][O:36][CH2:35][CH2:34]3)=[CH:9][N:8]=2)[CH2:3][CH2:2]1.I[CH2:40][CH3:41].[H-].[Na+].O. (8) Given the product [CH3:1][O:8][CH:9]([NH:10][CH:11]1[CH2:15][CH2:14][CH2:13][CH2:12]1)[CH3:20], predict the reactants needed to synthesize it. The reactants are: [CH2:1]([O:8][C:9](=O)[NH:10][C:11]1(COC)[CH2:15][CH2:14][CH2:13][CH2:12]1)C1C=CC=CC=1.[CH3:20]O. (9) Given the product [Cl:1][C:2]1[C:14]([O:15][CH2:23][CH3:24])=[C:13]2[C:5]([C:6]3[CH:7]=[CH:8][N:9]=[CH:10][C:11]=3[N:12]2[Cl:16])=[CH:4][CH:3]=1, predict the reactants needed to synthesize it. The reactants are: [Cl:1][C:2]1[C:14]([OH:15])=[C:13]2[C:5]([C:6]3[CH:7]=[CH:8][N:9]=[CH:10][C:11]=3[N:12]2[Cl:16])=[CH:4][CH:3]=1.C([O-])([O-])=O.[K+].[K+].[CH2:23](I)[CH3:24]. (10) Given the product [CH3:11][O:12][C:13](=[O:34])[CH:14]=[CH:7][C:6]1[CH:9]=[C:2]([Br:1])[CH:3]=[CH:4][C:5]=1[F:10], predict the reactants needed to synthesize it. The reactants are: [Br:1][C:2]1[CH:3]=[CH:4][C:5]([F:10])=[C:6]([CH:9]=1)[CH:7]=O.[CH3:11][O:12][C:13](=[O:34])[CH:14]=P(C1C=CC=CC=1)(C1C=CC=CC=1)C1C=CC=CC=1.